This data is from Full USPTO retrosynthesis dataset with 1.9M reactions from patents (1976-2016). The task is: Predict the reactants needed to synthesize the given product. (1) Given the product [NH2:44][C:42]1[CH:41]=[CH:40][C:38]2[N:39]=[C:35]([C:29]3[CH:28]=[C:27]([C:18]4[C:19]([N:21]([CH3:26])[S:22]([CH3:25])(=[O:24])=[O:23])=[CH:20][C:10]5[O:9][C:8]([C:5]6[CH:4]=[CH:3][C:2]([F:1])=[CH:7][CH:6]=6)=[C:12]([C:13]([NH:15][CH3:16])=[O:14])[C:11]=5[CH:17]=4)[CH:32]=[CH:31][C:30]=3[O:33][CH3:34])[O:36][C:37]=2[CH:43]=1, predict the reactants needed to synthesize it. The reactants are: [F:1][C:2]1[CH:7]=[CH:6][C:5]([C:8]2[O:9][C:10]3[CH:20]=[C:19]([N:21]([CH3:26])[S:22]([CH3:25])(=[O:24])=[O:23])[C:18]([C:27]4[CH:32]=[CH:31][C:30]([O:33][CH3:34])=[C:29]([C:35]5[O:36][C:37]6[CH:43]=[C:42]([N+:44]([O-])=O)[CH:41]=[CH:40][C:38]=6[N:39]=5)[CH:28]=4)=[CH:17][C:11]=3[C:12]=2[C:13]([NH:15][CH3:16])=[O:14])=[CH:4][CH:3]=1. (2) Given the product [Cl:13][C:10]1[CH:11]=[CH:12][C:7]([C:5](=[O:6])[CH2:4][CH2:3][CH2:2][I:15])=[CH:8][CH:9]=1, predict the reactants needed to synthesize it. The reactants are: Cl[CH2:2][CH2:3][CH2:4][C:5]([C:7]1[CH:12]=[CH:11][C:10]([Cl:13])=[CH:9][CH:8]=1)=[O:6].[Na+].[I-:15].